From a dataset of Full USPTO retrosynthesis dataset with 1.9M reactions from patents (1976-2016). Predict the reactants needed to synthesize the given product. (1) Given the product [OH:35][C:36]1([C:43]2[CH:44]=[N:45][C:46]([O:49][CH3:50])=[CH:47][CH:48]=2)[CH2:37][CH2:38][CH:39]([N:8]2[CH2:9][CH:10]([NH:12][C:13](=[O:34])[CH2:14][NH:15][C:16]3[C:24]4[C:19](=[CH:20][CH:21]=[C:22]([C:25]([F:32])([O:30][CH3:31])[C:26]([F:29])([F:27])[F:28])[CH:23]=4)[N:18]([CH3:33])[N:17]=3)[CH2:11]2)[CH2:40][CH2:41]1, predict the reactants needed to synthesize it. The reactants are: OC(C(F)(F)F)=O.[NH:8]1[CH2:11][CH:10]([NH:12][C:13](=[O:34])[CH2:14][NH:15][C:16]2[C:24]3[C:19](=[CH:20][CH:21]=[C:22]([C:25]([F:32])([O:30][CH3:31])[C:26]([F:29])([F:28])[F:27])[CH:23]=3)[N:18]([CH3:33])[N:17]=2)[CH2:9]1.[OH:35][C:36]1([C:43]2[CH:44]=[N:45][C:46]([O:49][CH3:50])=[CH:47][CH:48]=2)[CH2:41][CH2:40][C:39](=O)[CH2:38][CH2:37]1. (2) Given the product [Br:1][C:2]1[C:3]([OH:11])=[C:4]([CH2:9][C:12]#[N:13])[CH:5]=[C:6]([Br:8])[CH:7]=1, predict the reactants needed to synthesize it. The reactants are: [Br:1][C:2]1[CH:7]=[C:6]([Br:8])[CH:5]=[C:4]([CH2:9]Br)[C:3]=1[OH:11].[C-:12]#[N:13].[Na+].O.Cl. (3) Given the product [Cl:20][C:21]1[CH:22]=[C:23]([C:29]([NH:31][C@H:32]2[CH2:36][C:35](=[O:37])[N:34]([CH3:38])[CH2:33]2)=[O:30])[CH:24]=[N:25][C:26]=1[NH:27][NH:28][C:18]([NH:17][CH:16]1[C:11]2[CH:12]=[N:13][CH:14]=[CH:15][C:10]=2[CH2:9][CH2:8][C:7]2[C:2]([F:1])=[CH:3][CH:4]=[CH:5][C:6]1=2)=[O:43], predict the reactants needed to synthesize it. The reactants are: [F:1][C:2]1[C:7]2[CH2:8][CH2:9][C:10]3[CH:15]=[CH:14][N:13]=[CH:12][C:11]=3[CH:16]([N:17]=[C:18]=S)[C:6]=2[CH:5]=[CH:4][CH:3]=1.[Cl:20][C:21]1[CH:22]=[C:23]([C:29]([NH:31][C@H:32]2[CH2:36][C:35](=[O:37])[N:34]([CH3:38])[CH2:33]2)=[O:30])[CH:24]=[N:25][C:26]=1[NH:27][NH2:28].CN(C=[O:43])C. (4) Given the product [C:1]([O:5][C:6]([N:8]1[C:12]2[CH:13]([NH:29][CH2:28][CH2:27][CH2:26][CH2:25][NH:24][C:23]([O:22][C:18]([CH3:21])([CH3:20])[CH3:19])=[O:30])[CH2:14][CH2:15][CH2:16][C:11]=2[N:10]=[CH:9]1)=[O:7])([CH3:4])([CH3:3])[CH3:2], predict the reactants needed to synthesize it. The reactants are: [C:1]([O:5][C:6]([N:8]1[C:12]2[C:13](=O)[CH2:14][CH2:15][CH2:16][C:11]=2[N:10]=[CH:9]1)=[O:7])([CH3:4])([CH3:3])[CH3:2].[C:18]([O:22][C:23](=[O:30])[NH:24][CH2:25][CH2:26][CH2:27][CH2:28][NH2:29])([CH3:21])([CH3:20])[CH3:19].C(O[BH-](OC(=O)C)OC(=O)C)(=O)C.[Na+].C(=O)(O)[O-].[Na+]. (5) Given the product [C:16]([O:15][C:13](=[O:14])[CH2:12][N:7]1[C:6]2[CH:5]=[C:4]([CH3:20])[CH:3]=[C:2]([CH3:1])[C:10]=2[N:9]([CH2:24][C:25]([O:27][CH3:28])=[O:26])[C:8]1=[O:11])([CH3:17])([CH3:19])[CH3:18], predict the reactants needed to synthesize it. The reactants are: [CH3:1][C:2]1[C:10]2[NH:9][C:8](=[O:11])[N:7]([CH2:12][C:13]([O:15][C:16]([CH3:19])([CH3:18])[CH3:17])=[O:14])[C:6]=2[CH:5]=[C:4]([CH3:20])[CH:3]=1.[H-].[Na+].Br[CH2:24][C:25]([O:27][CH3:28])=[O:26].